From a dataset of Forward reaction prediction with 1.9M reactions from USPTO patents (1976-2016). Predict the product of the given reaction. (1) Given the reactants Br[C:2]1[CH:3]=[C:4]2[CH:10]=[CH:9][NH:8][C:5]2=[N:6][CH:7]=1.[CH3:11][N:12]1[CH:16]=[C:15](B2OC(C)(C)C(C)(C)O2)[CH:14]=[N:13]1.CC(N(C)C)=O.C([O-])([O-])=O.[K+].[K+], predict the reaction product. The product is: [CH3:11][N:12]1[CH:16]=[C:15]([C:2]2[CH:3]=[C:4]3[CH:10]=[CH:9][NH:8][C:5]3=[N:6][CH:7]=2)[CH:14]=[N:13]1. (2) Given the reactants O=[CH:2][C@H:3]([C@H:5]([C@@H:7]([C@@H:9]([CH2:11][OH:12])[OH:10])[OH:8])[OH:6])[OH:4].C(C=P(C1C=CC=CC=1)(C1C=CC=CC=1)C1C=CC=CC=1)(O)=O.CO[C@@H]1[C@@H:51]([C:52]([O:54][CH3:55])=[O:53])[C@@H]2[C@@H](CN3[C@H](C2)C2NC4C=C(OC)C=CC=4C=2CC3)C[C@H:55]1[O:54][C:52]([C:51]1C=C(OC)C(OC)=C(OC)C=1)=[O:53], predict the reaction product. The product is: [OH:4][CH:3]([CH:5]([OH:6])[CH:7]([OH:8])[CH:9]([OH:10])[CH2:11][OH:12])[CH:2]=[CH:51][C:52]([O:54][CH3:55])=[O:53]. (3) Given the reactants [NH2:1][C:2]1[CH:10]=[CH:9][C:5]([CH2:6][CH2:7][OH:8])=[CH:4][CH:3]=1.[I:11]I, predict the reaction product. The product is: [NH2:1][C:2]1[CH:10]=[CH:9][C:5]([CH2:6][CH2:7][OH:8])=[CH:4][C:3]=1[I:11]. (4) Given the reactants [C:1]([Si:3]([CH3:6])([CH3:5])[CH3:4])#[CH:2].C([Li])CCC.[F:12][C:13]1[CH:18]=[CH:17][C:16]([N:19]=[C:20]=[S:21])=[CH:15][CH:14]=1.[CH:22]1([CH2:28]Br)[CH2:27][CH2:26][CH2:25][CH2:24][CH2:23]1, predict the reaction product. The product is: [F:12][C:13]1[CH:18]=[CH:17][C:16]([N:19]=[C:20]([S:21][CH2:28][CH:22]2[CH2:27][CH2:26][CH2:25][CH2:24][CH2:23]2)[CH2:2][CH2:1][Si:3]([CH3:6])([CH3:5])[CH3:4])=[CH:15][CH:14]=1. (5) The product is: [Br:1][C:2]1[N:6]2[N:7]=[C:8]([C:11]3[CH:12]=[CH:13][C:14]([C:15]([NH:28][CH2:27][CH2:26][N:20]4[CH2:25][CH2:24][O:23][CH2:22][CH2:21]4)=[O:17])=[CH:18][CH:19]=3)[CH:9]=[CH:10][C:5]2=[N:4][CH:3]=1. Given the reactants [Br:1][C:2]1[N:6]2[N:7]=[C:8]([C:11]3[CH:19]=[CH:18][C:14]([C:15]([OH:17])=O)=[CH:13][CH:12]=3)[CH:9]=[CH:10][C:5]2=[N:4][CH:3]=1.[N:20]1([CH2:26][CH2:27][NH2:28])[CH2:25][CH2:24][O:23][CH2:22][CH2:21]1, predict the reaction product. (6) Given the reactants [Cl:1][C:2]1[CH:3]=[CH:4][C:5]([CH2:8][O:9][C:10]2[CH:15]=[CH:14][NH:13][C:12](=[O:16])[CH:11]=2)=[N:6][CH:7]=1.Br[C:18]1[CH:23]=[CH:22][C:21]2[C:24]3[CH2:25][N:26]([C:32]([O:34][C:35]([CH3:38])([CH3:37])[CH3:36])=[O:33])[CH2:27][CH2:28][CH2:29][C:30]=3[O:31][C:20]=2[CH:19]=1.C([O-])([O-])=O.[Cs+].[Cs+].CN[C@@H]1CCCC[C@H]1NC, predict the reaction product. The product is: [Cl:1][C:2]1[CH:3]=[CH:4][C:5]([CH2:8][O:9][C:10]2[CH:15]=[CH:14][N:13]([C:18]3[CH:23]=[CH:22][C:21]4[C:24]5[CH2:25][N:26]([C:32]([O:34][C:35]([CH3:38])([CH3:37])[CH3:36])=[O:33])[CH2:27][CH2:28][CH2:29][C:30]=5[O:31][C:20]=4[CH:19]=3)[C:12](=[O:16])[CH:11]=2)=[N:6][CH:7]=1.